Dataset: Catalyst prediction with 721,799 reactions and 888 catalyst types from USPTO. Task: Predict which catalyst facilitates the given reaction. (1) Reactant: C([O:3][C:4]([C:6]1[CH:15]=[CH:14][C:13]2[C:8](=[CH:9][CH:10]=[C:11]([F:16])[CH:12]=2)[CH:7]=1)=[O:5])C.[OH-].[Na+].O. Product: [F:16][C:11]1[CH:12]=[C:13]2[C:8](=[CH:9][CH:10]=1)[CH:7]=[C:6]([C:4]([OH:5])=[O:3])[CH:15]=[CH:14]2. The catalyst class is: 8. (2) Reactant: [F:1][C:2]1[CH:3]=[C:4]([C:24]([NH:26][C@@H:27]2[CH2:32][CH2:31][C@H:30]([NH:33]C(=O)OC(C)(C)C)[CH2:29][CH2:28]2)=[O:25])[C:5]([NH:8][C:9]2[CH:14]=[CH:13][CH:12]=[C:11]([O:15][CH2:16][CH2:17][N:18]3[CH2:23][CH2:22][O:21][CH2:20][CH2:19]3)[CH:10]=2)=[N:6][CH:7]=1.C(N1C=CN=C1)(N1C=CN=C1)=O.[H-].[Na+]. Product: [NH2:33][C@@H:30]1[CH2:29][CH2:28][C@H:27]([NH:26][C:24](=[O:25])[C:4]2[CH:3]=[C:2]([F:1])[CH:7]=[N:6][C:5]=2[NH:8][C:9]2[CH:14]=[CH:13][CH:12]=[C:11]([O:15][CH2:16][CH2:17][N:18]3[CH2:23][CH2:22][O:21][CH2:20][CH2:19]3)[CH:10]=2)[CH2:32][CH2:31]1. The catalyst class is: 9. (3) Reactant: Br[C:2]1[S:6][C:5]2=[N:7][CH:8]=[C:9]([I:10])[N:4]2[N:3]=1.[NH:11]1[C:19]2[C:14](=[CH:15][C:16](B(O)O)=[CH:17][CH:18]=2)[CH:13]=[CH:12]1.C([O-])([O-])=O.[Na+].[Na+]. Product: [I:10][C:9]1[N:4]2[C:5]([S:6][C:2]([C:16]3[CH:15]=[C:14]4[C:19](=[CH:18][CH:17]=3)[NH:11][CH:12]=[CH:13]4)=[N:3]2)=[N:7][CH:8]=1. The catalyst class is: 184.